From a dataset of Reaction yield outcomes from USPTO patents with 853,638 reactions. Predict the reaction yield, written as a fraction of the theoretical maximum amount of product (1.0 means a 100% yield; for example, 0.34 means a 34% yield). (1) The yield is 0.260. The catalyst is CCOC(C)=O.O. The reactants are Cl.[CH3:2][S:3]([C:6]1[CH:11]=[CH:10][C:9]([NH:12][NH2:13])=[CH:8][CH:7]=1)(=[O:5])=[O:4].C[O-].[Na+].CO.C(O[CH:22]=[C:23]([C:26]#[N:27])[C:24]#[N:25])C. The product is [NH2:27][C:26]1[N:12]([C:9]2[CH:8]=[CH:7][C:6]([S:3]([CH3:2])(=[O:5])=[O:4])=[CH:11][CH:10]=2)[N:13]=[CH:22][C:23]=1[C:24]#[N:25]. (2) The reactants are COC(=O)C1C=CC(C(=O)C)=CC=1.C([O-])(=O)C1C=CC=CC=1.BrBr.COC(=O)C1C=CC(C(=O)CBr)=CC=1.C(N)(=S)C.C[O:44][C:45](=[O:58])[C:46]1[CH:51]=[CH:50][C:49]([C:52]2[N:53]=[C:54]([CH3:57])[S:55][CH:56]=2)=[CH:48][CH:47]=1.[OH-].[Li+]. The catalyst is CO.O.O1CCCC1.C(O)C.C(O)(=O)C. The product is [CH3:57][C:54]1[S:55][CH:56]=[C:52]([C:49]2[CH:50]=[CH:51][C:46]([C:45]([OH:58])=[O:44])=[CH:47][CH:48]=2)[N:53]=1. The yield is 0.940. (3) The reactants are [F:1][C:2]1[CH:3]=[C:4]([C:22]2[C:23]([C:28]#[N:29])=[CH:24][CH:25]=[CH:26][CH:27]=2)[CH:5]=[CH:6][C:7]=1[CH2:8][C:9]1[C:10](=[O:21])[NH:11][C:12]2[N:13]([N:18]=[CH:19][N:20]=2)[C:14]=1[CH2:15][CH2:16][CH3:17].I[CH2:31][CH3:32].[C:33](=[O:36])([O-])[O-:34].[K+].[K+].[Cl-].O[NH3+:41].C(=O)([O-])O.[Na+]. The catalyst is C(OCC)(=O)C.CS(C)=O.CN(C)C=O. The product is [CH2:31]([N:11]1[C:10](=[O:21])[C:9]([CH2:8][C:7]2[CH:6]=[CH:5][C:4]([C:22]3[CH:27]=[CH:26][CH:25]=[CH:24][C:23]=3[C:28]3[NH:41][C:33](=[O:36])[O:34][N:29]=3)=[CH:3][C:2]=2[F:1])=[C:14]([CH2:15][CH2:16][CH3:17])[N:13]2[N:18]=[CH:19][N:20]=[C:12]12)[CH3:32]. The yield is 0.0800. (4) The reactants are C([O:4][CH2:5][C:6]1[C:7]([N:35]2[CH2:46][CH2:45][N:44]3[C:37](=[CH:38][C:39]4[CH2:40][C:41]([CH3:48])([CH3:47])[CH2:42][C:43]=43)[C:36]2=[O:49])=[N:8][CH:9]=[CH:10][C:11]=1[C:12]1[CH:17]=[C:16]([NH:18][C:19]2[CH:24]=[CH:23][CH:22]=[C:21]([O:25][CH2:26][CH2:27][NH:28][C:29](=[O:32])[CH:30]=[CH2:31])[N:20]=2)[C:15](=[O:33])[N:14]([CH3:34])[CH:13]=1)(=O)C.[Li+].[OH-]. The catalyst is C1COCC1.CC(O)C.O.O. The product is [CH3:47][C:41]1([CH3:48])[CH2:40][C:39]2[CH:38]=[C:37]3[N:44]([CH2:45][CH2:46][N:35]([C:7]4[C:6]([CH2:5][OH:4])=[C:11]([C:12]5[CH:17]=[C:16]([NH:18][C:19]6[N:20]=[C:21]([O:25][CH2:26][CH2:27][NH:28][C:29](=[O:32])[CH:30]=[CH2:31])[CH:22]=[CH:23][CH:24]=6)[C:15](=[O:33])[N:14]([CH3:34])[CH:13]=5)[CH:10]=[CH:9][N:8]=4)[C:36]3=[O:49])[C:43]=2[CH2:42]1. The yield is 0.390. (5) The product is [F:8][C:7]1[CH:6]=[CH:5][C:4]([N:9]2[C:13]3[C:14](=[O:31])[N:15]([C:18]4[CH:19]=[CH:20][C:21]([N:24]5[CH2:29][CH2:28][CH2:27][CH2:26][C:25]5=[O:30])=[CH:22][CH:23]=4)[CH2:16][CH2:17][C:12]=3[C:11]([C:32]([F:35])([F:34])[F:33])=[N:10]2)=[CH:3][C:2]=1[C:37]#[N:39]. The reactants are Cl[C:2]1[CH:3]=[C:4]([N:9]2[C:13]3[C:14](=[O:31])[N:15]([C:18]4[CH:23]=[CH:22][C:21]([N:24]5[CH2:29][CH2:28][CH2:27][CH2:26][C:25]5=[O:30])=[CH:20][CH:19]=4)[CH2:16][CH2:17][C:12]=3[C:11]([C:32]([F:35])([F:34])[F:33])=[N:10]2)[CH:5]=[CH:6][C:7]=1[F:8].C[C:37]([N:39](C)C)=O. The yield is 0.500. The catalyst is [C-]#N.[C-]#N.[Zn+2].C1C=CC(/C=C/C(/C=C/C2C=CC=CC=2)=O)=CC=1.C1C=CC(/C=C/C(/C=C/C2C=CC=CC=2)=O)=CC=1.C1C=CC(/C=C/C(/C=C/C2C=CC=CC=2)=O)=CC=1.[Pd].[Pd].C1C=CC(P(C2C=CC=CC=2)[C-]2C=CC=C2)=CC=1.C1C=CC(P(C2C=CC=CC=2)[C-]2C=CC=C2)=CC=1.[Fe+2].[Zn]. (6) The reactants are [F:1][C:2]1[CH:3]=[C:4]([NH:8][C:9](=[O:24])[CH2:10][N:11]2[CH:15]=[C:14]([N+:16]([O-])=O)[C:13]([C:19]([O:21][CH2:22][CH3:23])=[O:20])=[N:12]2)[CH:5]=[CH:6][CH:7]=1. The catalyst is [Pd].CO.ClCCl. The product is [NH2:16][C:14]1[C:13]([C:19]([O:21][CH2:22][CH3:23])=[O:20])=[N:12][N:11]([CH2:10][C:9]([NH:8][C:4]2[CH:5]=[CH:6][CH:7]=[C:2]([F:1])[CH:3]=2)=[O:24])[CH:15]=1. The yield is 0.880.